From a dataset of Catalyst prediction with 721,799 reactions and 888 catalyst types from USPTO. Predict which catalyst facilitates the given reaction. Reactant: [C:1]([C:5]1[CH:10]=[CH:9][C:8](OS(C(F)(F)F)(=O)=O)=[C:7]([Cl:19])[CH:6]=1)([CH3:4])([CH3:3])[CH3:2].Cl.[F:21][C:22]([F:34])([F:33])[O:23][C:24]1[CH:25]=[C:26]([CH2:30][CH2:31][NH2:32])[CH:27]=[CH:28][CH:29]=1.C(N(CC)CC)C.C1C=CC(P(C2C=CC=CC=2)CCCP(C2C=CC=CC=2)C2C=CC=CC=2)=CC=1.CN([CH:74]=[O:75])C. Product: [C:1]([C:5]1[CH:10]=[CH:9][C:8]([C:74]([NH:32][CH2:31][CH2:30][C:26]2[CH:27]=[CH:28][CH:29]=[C:24]([O:23][C:22]([F:33])([F:34])[F:21])[CH:25]=2)=[O:75])=[C:7]([Cl:19])[CH:6]=1)([CH3:2])([CH3:3])[CH3:4]. The catalyst class is: 167.